From a dataset of Full USPTO retrosynthesis dataset with 1.9M reactions from patents (1976-2016). Predict the reactants needed to synthesize the given product. (1) Given the product [Br:14][CH2:11][C:3]1[CH:4]=[C:5]2[C:9](=[CH:10][C:2]=1[I:1])[CH2:8][CH2:7][CH2:6]2, predict the reactants needed to synthesize it. The reactants are: [I:1][C:2]1[CH:10]=[C:9]2[C:5]([CH2:6][CH2:7][CH2:8]2)=[CH:4][C:3]=1[CH2:11]O.C(Br)(Br)(Br)[Br:14].C1(P(C2C=CC=CC=2)C2C=CC=CC=2)C=CC=CC=1. (2) Given the product [CH3:1][C:2]1[CH:3]=[CH:4][C:5](=[O:15])[N:6]([CH:8]2[CH2:13][CH2:12][CH:11]([N:16]3[CH2:19][CH:18]([NH:20][C:21]([CH2:23][NH:24][C:25](=[O:36])[C:26]4[CH:31]=[CH:30][CH:29]=[C:28]([C:32]([F:35])([F:33])[F:34])[CH:27]=4)=[O:22])[CH2:17]3)[CH2:10][CH2:9]2)[CH:7]=1, predict the reactants needed to synthesize it. The reactants are: [CH3:1][C:2]1[CH:3]=[CH:4][C:5](=[O:15])[N:6]([CH:8]2[CH2:13][CH2:12][C:11](=O)[CH2:10][CH2:9]2)[CH:7]=1.[NH:16]1[CH2:19][CH:18]([NH:20][C:21]([CH2:23][NH:24][C:25](=[O:36])[C:26]2[CH:31]=[CH:30][CH:29]=[C:28]([C:32]([F:35])([F:34])[F:33])[CH:27]=2)=[O:22])[CH2:17]1.